This data is from Catalyst prediction with 721,799 reactions and 888 catalyst types from USPTO. The task is: Predict which catalyst facilitates the given reaction. (1) Reactant: [C:1]([NH2:5])([CH3:4])([CH3:3])[CH3:2].[CH:6]1([S:9](Cl)(=[O:11])=[O:10])[CH2:8][CH2:7]1. Product: [C:1]([NH:5][S:9]([CH:6]1[CH2:8][CH2:7]1)(=[O:11])=[O:10])([CH3:4])([CH3:3])[CH3:2]. The catalyst class is: 1. (2) Reactant: [Cl-].[Na+].[Na+].[Na+].[Cl-].[Cl-].[I:7][C:8]1[N:9]=[C:10]([C:16]2[CH:21]=[CH:20][C:19]([CH3:22])=[CH:18][CH:17]=2)[O:11][C:12]=1[C:13]([OH:15])=O.[O-:23][N+:24]1[C:29]([C:30]([F:33])([F:32])[F:31])=[CH:28][CH:27]=[C:26]([C@H:34]([NH2:36])[CH3:35])[CH:25]=1.C(Cl)CCl.C1C=NC2N(O)N=NC=2C=1.C(N(CC)CC)C. Product: [I:7][C:8]1[N:9]=[C:10]([C:16]2[CH:21]=[CH:20][C:19]([CH3:22])=[CH:18][CH:17]=2)[O:11][C:12]=1[C:13]([NH:36][C@@H:34]([C:26]1[CH:25]=[N+:24]([O-:23])[C:29]([C:30]([F:31])([F:32])[F:33])=[CH:28][CH:27]=1)[CH3:35])=[O:15]. The catalyst class is: 3. (3) Reactant: [Cl:1][C:2]1[CH:3]=[C:4]([CH:23]=[CH:24][CH:25]=1)[CH2:5][CH:6]1[C:15]2[C:10](=[CH:11][CH:12]=[C:13]([O:16]C)[CH:14]=2)[CH2:9][CH2:8][CH:7]1[N:18]1[CH2:22][CH2:21][CH2:20][CH2:19]1.[OH-].[Na+]. Product: [Cl:1][C:2]1[CH:3]=[C:4]([CH:23]=[CH:24][CH:25]=1)[CH2:5][CH:6]1[C:15]2[CH:14]=[C:13]([OH:16])[CH:12]=[CH:11][C:10]=2[CH2:9][CH2:8][CH:7]1[N:18]1[CH2:22][CH2:21][CH2:20][CH2:19]1. The catalyst class is: 4. (4) Reactant: C([Li])CCC.C(NC(C)C)(C)C.[Cl:13][C:14]1[CH:15]=[N:16][CH:17]=[CH:18][CH:19]=1.[C:20]([O:24][C:25]([N:27]1[CH:32]2[CH2:33][CH2:34][CH:28]1[CH2:29][C:30](=[O:35])[CH2:31]2)=[O:26])([CH3:23])([CH3:22])[CH3:21].[Cl-].[NH4+]. Product: [C:20]([O:24][C:25]([N:27]1[CH:32]2[CH2:33][CH2:34][CH:28]1[CH2:29][C:30]([C:19]1[CH:18]=[CH:17][N:16]=[CH:15][C:14]=1[Cl:13])([OH:35])[CH2:31]2)=[O:26])([CH3:23])([CH3:21])[CH3:22]. The catalyst class is: 56. (5) Reactant: [F:1][C:2]1[CH:7]=[CH:6][C:5]([C@H:8]([NH:10][C@H:11]2[CH2:15][CH2:14][C@@H:13]([C:16]3[CH:21]=[CH:20][C:19]([CH2:22][C:23]([O:25]CC)=[O:24])=[CH:18][CH:17]=3)[CH2:12]2)[CH3:9])=[CH:4][C:3]=1[O:28][CH3:29].[OH-].[Na+].O. Product: [F:1][C:2]1[CH:7]=[CH:6][C:5]([C@H:8]([NH:10][C@H:11]2[CH2:15][CH2:14][C@@H:13]([C:16]3[CH:17]=[CH:18][C:19]([CH2:22][C:23]([OH:25])=[O:24])=[CH:20][CH:21]=3)[CH2:12]2)[CH3:9])=[CH:4][C:3]=1[O:28][CH3:29]. The catalyst class is: 36. (6) Product: [CH2:15]([O:22][C:23]1[CH:24]=[CH:25][C:26]([O:29][CH2:2][C:3]2[N:4]=[C:5]([C:9]3[CH:14]=[CH:13][CH:12]=[CH:11][CH:10]=3)[O:6][C:7]=2[CH3:8])=[CH:27][CH:28]=1)[C:16]1[CH:17]=[CH:18][CH:19]=[CH:20][CH:21]=1. Reactant: Cl[CH2:2][C:3]1[N:4]=[C:5]([C:9]2[CH:14]=[CH:13][CH:12]=[CH:11][CH:10]=2)[O:6][C:7]=1[CH3:8].[CH2:15]([O:22][C:23]1[CH:28]=[CH:27][C:26]([OH:29])=[CH:25][CH:24]=1)[C:16]1[CH:21]=[CH:20][CH:19]=[CH:18][CH:17]=1.C(=O)([O-])[O-].[K+].[K+].CN(C)C=O. The catalyst class is: 6. (7) Reactant: [CH:1]1([OH:6])[CH2:5][CH:4]=[CH:3][CH2:2]1.N1C=CN=C1.[Si:12](Cl)([C:25]([CH3:28])([CH3:27])[CH3:26])([C:19]1[CH:24]=[CH:23][CH:22]=[CH:21][CH:20]=1)[C:13]1[CH:18]=[CH:17][CH:16]=[CH:15][CH:14]=1. Product: [C:25]([Si:12]([O:6][CH:1]1[CH2:5][CH:4]=[CH:3][CH2:2]1)([C:19]1[CH:24]=[CH:23][CH:22]=[CH:21][CH:20]=1)[C:13]1[CH:14]=[CH:15][CH:16]=[CH:17][CH:18]=1)([CH3:28])([CH3:26])[CH3:27]. The catalyst class is: 34.